Dataset: Forward reaction prediction with 1.9M reactions from USPTO patents (1976-2016). Task: Predict the product of the given reaction. Given the reactants Br[C:2]1[CH:3]=[C:4]2[C:9](=[CH:10][CH:11]=1)[O:8][C:7]([CH3:13])([CH3:12])[CH2:6][CH2:5]2.C1C[O:17][CH2:16]C1.[Li]CCCC.CN(C=O)C, predict the reaction product. The product is: [CH3:12][C:7]1([CH3:13])[CH2:6][CH2:5][C:4]2[C:9](=[CH:10][CH:11]=[C:2]([CH:16]=[O:17])[CH:3]=2)[O:8]1.